This data is from Full USPTO retrosynthesis dataset with 1.9M reactions from patents (1976-2016). The task is: Predict the reactants needed to synthesize the given product. (1) Given the product [O:1]1[C:5]2[CH:6]=[CH:7][CH:8]=[CH:9][C:4]=2[CH:3]=[C:2]1[C:10]([CH:17]1[C:18](=[O:20])[O:19][C:14]([CH3:22])([CH3:13])[O:15][C:16]1=[O:21])=[O:12], predict the reactants needed to synthesize it. The reactants are: [O:1]1[C:5]2[CH:6]=[CH:7][CH:8]=[CH:9][C:4]=2[CH:3]=[C:2]1[C:10]([OH:12])=O.[CH3:13][C:14]1([CH3:22])[O:19][C:18](=[O:20])[CH2:17][C:16](=[O:21])[O:15]1.CCN=C=NCCCN(C)C.Cl. (2) The reactants are: [CH2:1]=[CH:2][C@@H:3]1[C@:20]2([CH3:21])[C@H:6]([C@H:7]3[C@H:17]([CH2:18][CH2:19]2)[C@:15]2([CH3:16])[C:10](=[CH:11][C:12](=[O:22])[CH2:13][CH2:14]2)[CH2:9][CH2:8]3)[CH2:5][CH2:4]1.ClC1C(=O)C(C#N)=C(C#N)C(=O)C=1Cl. Given the product [CH2:1]=[CH:2][C@@H:3]1[C@:20]2([CH3:21])[C@H:6]([C@H:7]3[C@H:17]([CH2:18][CH2:19]2)[C@:15]2([CH3:16])[C:10](=[CH:11][C:12](=[O:22])[CH:13]=[CH:14]2)[CH2:9][CH2:8]3)[CH2:5][CH2:4]1, predict the reactants needed to synthesize it. (3) Given the product [Cl:1][C:2]1[CH:25]=[CH:24][C:5]([CH2:6][NH:7][C:8]([C:10]2[C:11](=[O:23])[C:12]3[S:19][C:18]([CH2:20][N:42]([CH2:41][CH:40]([OH:44])[C:36]4[CH:37]=[CH:38][CH:39]=[C:34]([O:33][CH2:32][CH2:31][O:30][CH2:29][CH2:28][O:27][CH3:26])[CH:35]=4)[CH3:43])=[C:17]([CH3:22])[C:13]=3[N:14]([CH3:16])[CH:15]=2)=[O:9])=[CH:4][CH:3]=1, predict the reactants needed to synthesize it. The reactants are: [Cl:1][C:2]1[CH:25]=[CH:24][C:5]([CH2:6][NH:7][C:8]([C:10]2[C:11](=[O:23])[C:12]3[S:19][C:18]([CH2:20]Cl)=[C:17]([CH3:22])[C:13]=3[N:14]([CH3:16])[CH:15]=2)=[O:9])=[CH:4][CH:3]=1.[CH3:26][O:27][CH2:28][CH2:29][O:30][CH2:31][CH2:32][O:33][C:34]1[CH:35]=[C:36]([CH:40]([OH:44])[CH2:41][NH:42][CH3:43])[CH:37]=[CH:38][CH:39]=1.C(N(C(C)C)CC)(C)C.